This data is from Catalyst prediction with 721,799 reactions and 888 catalyst types from USPTO. The task is: Predict which catalyst facilitates the given reaction. (1) Reactant: [C:1]([C:3]1[CH:4]=[CH:5][C:6]([O:26][CH3:27])=[C:7]([S:9]([NH:12][CH2:13][CH2:14][C:15]2[CH:20]=[CH:19][C:18]([OH:21])=[CH:17][C:16]=2[O:22][CH2:23][O:24][CH3:25])(=[O:11])=[O:10])[CH:8]=1)#[N:2].[F:28][C:29]([F:42])([F:41])[S:30](O[S:30]([C:29]([F:42])([F:41])[F:28])(=[O:32])=[O:31])(=[O:32])=[O:31]. Product: [F:28][C:29]([F:42])([F:41])[S:30]([O:21][C:18]1[CH:19]=[CH:20][C:15]([CH2:14][CH2:13][NH:12][S:9]([C:7]2[CH:8]=[C:3]([C:1]#[N:2])[CH:4]=[CH:5][C:6]=2[O:26][CH3:27])(=[O:10])=[O:11])=[C:16]([O:22][CH2:23][O:24][CH3:25])[CH:17]=1)(=[O:32])=[O:31]. The catalyst class is: 4. (2) Reactant: [C:1]([O:5][C:6](=[O:28])[C@H:7]([NH:20]C(OC(C)(C)C)=O)[CH2:8][N:9]1[C:13](=[O:14])[C:12]2=[CH:15][CH:16]=[CH:17][CH:18]=[C:11]2[C:10]1=[O:19])([CH3:4])([CH3:3])[CH3:2].Cl.CC(C(OC)=O)=C. Product: [C:1]([O:5][C:6](=[O:28])[C@H:7]([NH2:20])[CH2:8][N:9]1[C:10](=[O:19])[C:11]2=[CH:18][CH:17]=[CH:16][CH:15]=[C:12]2[C:13]1=[O:14])([CH3:4])([CH3:2])[CH3:3]. The catalyst class is: 12. (3) Reactant: [CH3:1][O:2][C:3](=[O:20])[C@H:4]([NH:12][C:13]([O:15][C:16]([CH3:19])([CH3:18])[CH3:17])=[O:14])[CH2:5][C:6]1[S:7][C:8](Br)=[CH:9][CH:10]=1.[CH2:21]([Sn](CCCC)(CCCC)C(C)=C)[CH2:22][CH2:23]C. Product: [CH3:1][O:2][C:3](=[O:20])[C@H:4]([NH:12][C:13]([O:15][C:16]([CH3:19])([CH3:18])[CH3:17])=[O:14])[CH2:5][C:6]1[S:7][C:8]([C:22]([CH3:23])=[CH2:21])=[CH:9][CH:10]=1. The catalyst class is: 73. (4) Reactant: [CH2:1]([O:8][C:9]1[CH:14]=[CH:13][C:12]([C:15]2([CH3:24])[CH2:19][CH2:18][N:17](CC=O)[C:16]2=[O:23])=[CH:11][CH:10]=1)[C:2]1[CH:7]=[CH:6][CH:5]=[CH:4][CH:3]=1.[C:25](=[O:28])([O-])[O-].[NH4+:29].[NH4+:30].[C-:31]#N.[K+].[CH3:34][CH2:35][OH:36]. Product: [CH2:1]([O:8][C:9]1[CH:14]=[CH:13][C:12]([C:15]2([CH3:24])[CH2:19][CH2:18][N:17]([CH2:31][CH:34]3[NH:30][C:25](=[O:28])[NH:29][C:35]3=[O:36])[C:16]2=[O:23])=[CH:11][CH:10]=1)[C:2]1[CH:3]=[CH:4][CH:5]=[CH:6][CH:7]=1. The catalyst class is: 6. (5) Reactant: [C:1]([C:3]1[N:8]=[CH:7][C:6]([C:9](OC)=[O:10])=[C:5]([C:13](OC)=[O:14])[CH:4]=1)#[N:2].[BH4-].[Li+].C([O-])(O)=O.[Na+]. Product: [OH:14][CH2:13][C:5]1[C:6]([CH2:9][OH:10])=[CH:7][N:8]=[C:3]([C:1]#[N:2])[CH:4]=1. The catalyst class is: 301. (6) The catalyst class is: 195. Reactant: C[O:2][C:3]1[CH:8]=[CH:7][C:6]([C:9]2[N:13]=[C:12]([C:14]3[CH:19]=[CH:18][C:17]([O:20]C)=[CH:16][CH:15]=3)[S:11][N:10]=2)=[CH:5][CH:4]=1. Product: [S:11]1[C:12]([C:14]2[CH:15]=[CH:16][C:17]([OH:20])=[CH:18][CH:19]=2)=[N:13][C:9]([C:6]2[CH:7]=[CH:8][C:3]([OH:2])=[CH:4][CH:5]=2)=[N:10]1. (7) Product: [Cl:19][C:16]1[CH:17]=[CH:18][C:13]([CH:9]([NH:8][C:6](=[O:7])[O:5][C:1]([CH3:2])([CH3:3])[CH3:4])[C:10]([NH:21][CH2:22][CH3:23])=[O:12])=[CH:14][CH:15]=1. The catalyst class is: 7. Reactant: [C:1]([O:5][C:6]([NH:8][CH:9]([C:13]1[CH:18]=[CH:17][C:16]([Cl:19])=[CH:15][CH:14]=1)[C:10]([OH:12])=O)=[O:7])([CH3:4])([CH3:3])[CH3:2].C[N:21]1CCO[CH2:23][CH2:22]1.ClC(OCC(C)C)=O.C(N)C.